This data is from HIV replication inhibition screening data with 41,000+ compounds from the AIDS Antiviral Screen. The task is: Binary Classification. Given a drug SMILES string, predict its activity (active/inactive) in a high-throughput screening assay against a specified biological target. (1) The drug is C[N+]1(C)CC=C(N2CCOCC2)CC1.[I-]. The result is 0 (inactive). (2) The molecule is CC(C)(C)c1cc(C(CO)OCCOCCO)cc(C(C)(C)C)c1O. The result is 0 (inactive). (3) The drug is CC(C)=CCCC(C)C1=CC(=O)C(C)=C(O)C1=O. The result is 0 (inactive). (4) The compound is COc1cccc(N(CN2C(=O)CCC2C(=O)O)C(C)=O)c1. The result is 0 (inactive). (5) The compound is CCCCCC12OCC(C)(C)N1O2. The result is 0 (inactive). (6) The drug is COc1cc(C(=O)N(C(=S)OCc2ccccn2)c2ccccc2)cc(OC)c1OC. The result is 0 (inactive). (7) The drug is COc1cccc(N2C(=O)C(=Cc3ccc(N(CCC#N)CCC#N)cc3)N=C2c2cc([N+](=O)[O-])ccc2Cl)c1. The result is 0 (inactive). (8) The molecule is N#CC(c1ccccn1)c1nc2ccccc2nc1Cl. The result is 0 (inactive). (9) The molecule is CC(C)(C)C(=O)OCOP(=O)(OCCOCn1cnc2c(O)nc(N)nc21)OCOC(=O)C(C)(C)C. The result is 0 (inactive). (10) The drug is COC(=O)CCC12CCC(=O)C1C(C(=O)OC)CC2C(=O)OC. The result is 0 (inactive).